The task is: Predict the reactants needed to synthesize the given product.. This data is from Full USPTO retrosynthesis dataset with 1.9M reactions from patents (1976-2016). (1) The reactants are: [CH3:1][N:2]1[CH2:7][CH2:6][N:5]([CH2:8][C:9]2[CH:28]=[CH:27][C:12]([C:13]([NH:15][C:16]3[CH:17]=[CH:18][C:19]([CH3:26])=[C:20]([CH:25]=3)[C:21](OC)=[O:22])=[O:14])=[CH:11][CH:10]=2)[CH2:4][CH2:3]1.[BH4-].[Li+]. Given the product [OH:22][CH2:21][C:20]1[CH:25]=[C:16]([NH:15][C:13](=[O:14])[C:12]2[CH:11]=[CH:10][C:9]([CH2:8][N:5]3[CH2:4][CH2:3][N:2]([CH3:1])[CH2:7][CH2:6]3)=[CH:28][CH:27]=2)[CH:17]=[CH:18][C:19]=1[CH3:26], predict the reactants needed to synthesize it. (2) The reactants are: Cl[C:2]1[NH:7][C:6]([N:12]2[CH2:17][CH2:16][CH:15]([NH:18][C:19]([C:21]3[NH:22][C:23]([CH3:28])=[C:24]([Cl:27])[C:25]=3[Cl:26])=[O:20])[CH2:14][CH2:13]2)(C(OC)=O)[CH:5]=[CH:4][N:3]=1.[NH:29]1[CH2:34][CH2:33][O:32][CH2:31][CH2:30]1.C[CH2:36][O:37][C:38](C)=[O:39]. Given the product [Cl:26][C:25]1[C:24]([Cl:27])=[C:23]([CH3:28])[NH:22][C:21]=1[C:19]([NH:18][CH:15]1[CH2:16][CH2:17][N:12]([C:6]2[N:7]=[C:2]([N:29]3[CH2:34][CH2:33][O:32][CH2:31][CH2:30]3)[N:3]=[C:4]([C:38]([O:37][CH3:36])=[O:39])[CH:5]=2)[CH2:13][CH2:14]1)=[O:20], predict the reactants needed to synthesize it. (3) Given the product [Cl:4][C:5]1[CH:6]=[CH:7][C:8]([N+:14]([O-:16])=[O:15])=[C:9]([CH:13]=1)[C:10]([O:12][CH3:3])=[O:11], predict the reactants needed to synthesize it. The reactants are: [N+](=[CH2:3])=[N-].[Cl:4][C:5]1[CH:6]=[CH:7][C:8]([N+:14]([O-:16])=[O:15])=[C:9]([CH:13]=1)[C:10]([OH:12])=[O:11]. (4) Given the product [CH3:17][NH:18][CH2:19][C@H:20]([OH:29])[C:21]1[CH:22]=[CH:23][C:24]([OH:28])=[C:25]([OH:27])[CH:26]=1.[ClH:30].[Cl-:30].[Na+:14].[C:1]([OH:13])(=[O:12])[CH2:2][C:3]([CH2:8][C:9]([OH:11])=[O:10])([C:5]([OH:7])=[O:6])[OH:4], predict the reactants needed to synthesize it. The reactants are: [C:1]([O-:13])(=[O:12])[CH2:2][C:3]([CH2:8][C:9]([O-:11])=[O:10])([C:5]([O-:7])=[O:6])[OH:4].[Na+:14].[Na+].[Na+].[CH3:17][NH:18][CH2:19][C@H:20]([OH:29])[C:21]1[CH:22]=[CH:23][C:24]([OH:28])=[C:25]([OH:27])[CH:26]=1.[ClH:30]. (5) Given the product [F:11][C:12]1[CH:17]=[C:16]([F:18])[CH:15]=[CH:14][C:13]=1[N:19]1[C:2]2=[N:9][CH:8]=[CH:7][C:6]([I:10])=[C:3]2[CH:4]=[N:20]1, predict the reactants needed to synthesize it. The reactants are: F[C:2]1[N:9]=[CH:8][CH:7]=[C:6]([I:10])[C:3]=1[CH:4]=O.[F:11][C:12]1[CH:17]=[C:16]([F:18])[CH:15]=[CH:14][C:13]=1[NH:19][NH2:20]. (6) Given the product [O:15]=[C:12]1[CH2:13][CH2:14][C@H:10]([C:7]2[CH:8]=[CH:9][C:4]([C:3]([OH:16])=[O:2])=[CH:5][CH:6]=2)[CH2:11]1, predict the reactants needed to synthesize it. The reactants are: C[O:2][C:3](=[O:16])[C:4]1[CH:9]=[CH:8][C:7]([C@H:10]2[CH2:14][CH2:13][C:12](=[O:15])[CH2:11]2)=[CH:6][CH:5]=1. (7) The reactants are: [Cl-].C([N+]1C=CC(C(=O)NCC(C2C=CC=CC=2)COCC2C=CC(C(F)(F)F)=C(C(F)(F)F)C=2)=CC=1)C1C=CC=CC=1.[CH3:43][N:44]([CH3:54])[C:45]1[CH:53]=[CH:52][C:48]([C:49]([OH:51])=O)=[CH:47][CH:46]=1.Cl.[F:56][C:57]([F:81])([F:80])[C:58]1[CH:59]=[C:60]([CH:73]=[C:74]([C:76]([F:79])([F:78])[F:77])[CH:75]=1)[CH2:61][O:62][CH2:63][CH:64]([C:67]1[CH:72]=[CH:71][CH:70]=[CH:69][CH:68]=1)[CH2:65][NH2:66].C(N(CC)CC)C.CCN=C=NCCCN(C)C.Cl. Given the product [F:56][C:57]([F:80])([F:81])[C:58]1[CH:59]=[C:60]([CH:73]=[C:74]([C:76]([F:77])([F:79])[F:78])[CH:75]=1)[CH2:61][O:62][CH2:63][CH:64]([C:67]1[CH:72]=[CH:71][CH:70]=[CH:69][CH:68]=1)[CH2:65][NH:66][C:49](=[O:51])[C:48]1[CH:47]=[CH:46][C:45]([N:44]([CH3:43])[CH3:54])=[CH:53][CH:52]=1, predict the reactants needed to synthesize it.